From a dataset of Merck oncology drug combination screen with 23,052 pairs across 39 cell lines. Regression. Given two drug SMILES strings and cell line genomic features, predict the synergy score measuring deviation from expected non-interaction effect. Synergy scores: synergy=61.6. Drug 2: CC(C)CC(NC(=O)C(Cc1ccccc1)NC(=O)c1cnccn1)B(O)O. Drug 1: N.N.O=C(O)C1(C(=O)O)CCC1.[Pt]. Cell line: MSTO.